Dataset: Full USPTO retrosynthesis dataset with 1.9M reactions from patents (1976-2016). Task: Predict the reactants needed to synthesize the given product. (1) The reactants are: C([O-])(=O)C.[C:5](Cl)([C:18]1[CH:23]=[CH:22][CH:21]=[CH:20][CH:19]=1)([C:12]1[CH:17]=[CH:16][CH:15]=[CH:14][CH:13]=1)[C:6]1[CH:11]=[CH:10][CH:9]=[CH:8][CH:7]=1.CC[N:27]([CH2:30][CH3:31])CC.CS(Cl)(=O)=O. Given the product [C:5]([N:27]1[CH2:30][CH2:31]1)([C:18]1[CH:23]=[CH:22][CH:21]=[CH:20][CH:19]=1)([C:12]1[CH:17]=[CH:16][CH:15]=[CH:14][CH:13]=1)[C:6]1[CH:11]=[CH:10][CH:9]=[CH:8][CH:7]=1, predict the reactants needed to synthesize it. (2) Given the product [N:39]1([C:36]2[CH:35]=[CH:34][C:33]([NH:32][C:31]([N:18]3[CH2:19][CH2:20][CH:15]([C:6]4[C:5]5[C:10](=[CH:11][C:12]([O:13][CH3:14])=[C:3]([O:2][CH3:1])[CH:4]=5)[N:9]=[CH:8][N:7]=4)[CH2:16][CH2:17]3)=[O:30])=[CH:38][CH:37]=2)[CH2:40][CH2:41][O:42][CH2:43][CH2:44]1, predict the reactants needed to synthesize it. The reactants are: [CH3:1][O:2][C:3]1[CH:4]=[C:5]2[C:10](=[CH:11][C:12]=1[O:13][CH3:14])[N:9]=[CH:8][N:7]=[C:6]2[CH:15]1[CH2:20][CH2:19][NH:18][CH2:17][CH2:16]1.[N+](C1C=CC([O:30][C:31](=O)[NH:32][C:33]2[CH:38]=[CH:37][C:36]([N:39]3[CH2:44][CH2:43][O:42][CH2:41][CH2:40]3)=[CH:35][CH:34]=2)=CC=1)([O-])=O. (3) Given the product [F:10][C:11]1[CH:16]=[CH:15][C:14]([O:17][CH3:18])=[CH:13][C:12]=1[C:2]1[CH:3]=[CH:4][C:5]([CH:8]=[O:9])=[N:6][CH:7]=1, predict the reactants needed to synthesize it. The reactants are: Br[C:2]1[CH:3]=[CH:4][C:5]([CH:8]=[O:9])=[N:6][CH:7]=1.[F:10][C:11]1[CH:16]=[CH:15][C:14]([O:17][CH3:18])=[CH:13][C:12]=1B(O)O.C([O-])([O-])=O.[K+].[K+]. (4) Given the product [CH3:21][O:22][C:23]1[CH:24]=[CH:25][C:26]([C:29]2[O:30][C:31]([CH3:36])=[C:32]([CH2:34][O:1][CH:2]3[CH2:7][CH2:6][CH2:5][CH:4]([O:8][CH2:9][C:10]4[CH:19]=[CH:18][CH:17]=[C:16]([CH3:20])[C:11]=4[C:12]([OH:14])=[O:13])[CH2:3]3)[N:33]=2)=[CH:27][CH:28]=1, predict the reactants needed to synthesize it. The reactants are: [OH:1][CH:2]1[CH2:7][CH2:6][CH2:5][CH:4]([O:8][CH2:9][C:10]2[CH:19]=[CH:18][CH:17]=[C:16]([CH3:20])[C:11]=2[C:12]([O:14]C)=[O:13])[CH2:3]1.[CH3:21][O:22][C:23]1[CH:28]=[CH:27][C:26]([C:29]2[O:30][C:31]([CH3:36])=[C:32]([CH2:34]I)[N:33]=2)=[CH:25][CH:24]=1. (5) Given the product [F:37][C:36]([F:39])([F:38])[C:34]([OH:40])=[O:35].[NH2:26][CH2:25][C@H:12]([NH:11][C:9]([O:8][CH2:1][C:2]1[CH:3]=[CH:4][CH:5]=[CH:6][CH:7]=1)=[O:10])[C:13]([N:15]1[CH2:20][CH2:19][CH2:18][CH2:17][C@@H:16]1[C:21]([O:23][CH3:24])=[O:22])=[O:14], predict the reactants needed to synthesize it. The reactants are: [CH2:1]([O:8][C:9]([NH:11][C@@H:12]([CH2:25][NH:26]C(OC(C)(C)C)=O)[C:13]([N:15]1[CH2:20][CH2:19][CH2:18][CH2:17][C@@H:16]1[C:21]([O:23][CH3:24])=[O:22])=[O:14])=[O:10])[C:2]1[CH:7]=[CH:6][CH:5]=[CH:4][CH:3]=1.[C:34]([OH:40])([C:36]([F:39])([F:38])[F:37])=[O:35].